Dataset: Drug-target binding data from BindingDB using IC50 measurements. Task: Regression. Given a target protein amino acid sequence and a drug SMILES string, predict the binding affinity score between them. We predict pIC50 (pIC50 = -log10(IC50 in M); higher means more potent). Dataset: bindingdb_ic50. (1) The small molecule is CO[C@@H]1CC(=O)[C@]2(C)[C@@H]1[C@H](O)C[C@@H]1[C@@]3(C)CC[C@H](O)C(C)(C)[C@@H]3CC[C@]12C. The target protein (P51661) has sequence MERWPWPSGGAWLLVAARALLQLLRSDLRLGRPLLAALALLAALDWLCQRLLPPPAALVVLAGAGWIALSRLARPPRLPVATRAVLITGCDTGFGKETAKKLDAMGFTVLATVLDLNSPGALELRDLCSPRLKLLQMDLTKAEDISRVLEITKAHTASTGLWGLVNNAGLNIVVADVELSPVATFRKCMEVNFFGALELTKGLLPLLRHSRGRIVTVGSPAGDMPYPCLAAYGTSKAAIALLMDTFGCELLPWGIKVSIIKPGCFKTDAVTNVNLWEKRKQLLLANIPRELLQAYGEDYIEHVHGQFLNSLRMALPDLSPVVDAIIDALLAAQPRSRYYPGRGLGLMYFIHHYLPEGLRRCFLQNFFINHLLPRALRPGQHGPAPA. The pIC50 is 3.5. (2) The small molecule is CC(C)C[C@@H](NC(=O)[C@@H](NC(=O)N[C@H](C(=O)O)C(C)C)[C@@H]1CCN=C(N)N1)C(=O)NCCCN[C@H](C(=O)O)[C@H](O[C@@H]1O[C@H](CN)[C@@H](O)[C@H]1O)[C@H]1O[C@@H](n2ccc(=O)[nH]c2=O)[C@H](O)[C@@H]1O. The target protein (Q9X1N5) has sequence MWEAIISFFLTSVLSVFAKKTEFLDRPDSRKSHGRAVPPVGGVSIFLTLLIFERDNPFFLFSIPLFLLGLLDDLFDLSYRIKLAVTALVAVWFSTAVTIEVSIFGARIHPVFFVIWFVGMVNAFNVVDGLDGLLSGISLFSSLMIGERSLAFSIIGFLPWNLPDAKVFLGNSGSFLLGAYLSTASVVFFEGDLGYATLFLGFPFYEIVFSFVRRLVVKKNPFSPDEKHTHHVFSRKIGKWKTLLILVSFSLMFNLLGLSQKFYFIFLYVVLCCVLLFTYCVLQRGNGNLKL. The pIC50 is 2.8.